From a dataset of Reaction yield outcomes from USPTO patents with 853,638 reactions. Predict the reaction yield, written as a fraction of the theoretical maximum amount of product (1.0 means a 100% yield; for example, 0.34 means a 34% yield). The reactants are [CH3:1][N:2]([CH3:15])[CH2:3][C:4]1[CH:9]=[C:8]([O:10][CH3:11])[C:7]([OH:12])=[C:6]([O:13][CH3:14])[CH:5]=1.[CH3:16][I:17]. The catalyst is O1CCOCC1. The product is [I-:17].[CH3:15][N+:2]([CH3:16])([CH3:1])[CH2:3][C:4]1[CH:5]=[C:6]([O:13][CH3:14])[C:7]([OH:12])=[C:8]([O:10][CH3:11])[CH:9]=1. The yield is 0.990.